Task: Predict the product of the given reaction.. Dataset: Forward reaction prediction with 1.9M reactions from USPTO patents (1976-2016) (1) The product is: [C:19]([O:23][C:24](=[O:25])[NH:1][CH2:2][C:3]1[CH:18]=[CH:17][C:6]2[N:7]([CH2:12][CH2:13][CH2:14][CH2:15][F:16])[C:8]([CH2:10][OH:11])=[N:9][C:5]=2[CH:4]=1)([CH3:22])([CH3:21])[CH3:20]. Given the reactants [NH2:1][CH2:2][C:3]1[CH:18]=[CH:17][C:6]2[N:7]([CH2:12][CH2:13][CH2:14][CH2:15][F:16])[C:8]([CH2:10][OH:11])=[N:9][C:5]=2[CH:4]=1.[C:19]([O:23][C:24](OC([O-])=O)=[O:25])([CH3:22])([CH3:21])[CH3:20], predict the reaction product. (2) Given the reactants [Cl:1][C:2]1[CH:7]=[CH:6][C:5]([F:8])=[CH:4][C:3]=1[C@H:9]1[CH2:13][CH2:12][CH2:11][N:10]1[C:14]1[CH:19]=[CH:18][N:17]2[N:20]=[CH:21][C:22]([NH:23][C:24]([N:26]3[CH2:29][CH:28]([OH:30])[CH2:27]3)=[O:25])=[C:16]2[N:15]=1.[S:31](=[O:35])(=[O:34])([OH:33])[OH:32], predict the reaction product. The product is: [S:31]([OH:35])([OH:34])(=[O:33])=[O:32].[Cl:1][C:2]1[CH:7]=[CH:6][C:5]([F:8])=[CH:4][C:3]=1[C@H:9]1[CH2:13][CH2:12][CH2:11][N:10]1[C:14]1[CH:19]=[CH:18][N:17]2[N:20]=[CH:21][C:22]([NH:23][C:24]([N:26]3[CH2:29][CH:28]([OH:30])[CH2:27]3)=[O:25])=[C:16]2[N:15]=1. (3) The product is: [N+:12]([C:5]1[CH:4]=[CH:3][C:2]([NH:15][CH:16]2[CH2:21][CH2:20][CH:19]([OH:22])[CH2:18][CH2:17]2)=[CH:7][C:6]=1[C:8]([F:11])([F:10])[F:9])([O-:14])=[O:13]. Given the reactants F[C:2]1[CH:3]=[CH:4][C:5]([N+:12]([O-:14])=[O:13])=[C:6]([C:8]([F:11])([F:10])[F:9])[CH:7]=1.[NH2:15][C@H:16]1[CH2:21][CH2:20][C@H:19]([OH:22])[CH2:18][CH2:17]1, predict the reaction product. (4) Given the reactants C(I)I.[Si:4]([N:11]1[C@H:14]([CH:15]=O)[CH2:13][C:12]1=[O:17])([C:7]([CH3:10])([CH3:9])[CH3:8])([CH3:6])[CH3:5].[CH2:18](OCC)C, predict the reaction product. The product is: [Si:4]([N:11]1[C@H:14]([CH:15]=[CH2:18])[CH2:13][C:12]1=[O:17])([C:7]([CH3:10])([CH3:9])[CH3:8])([CH3:6])[CH3:5].